This data is from Full USPTO retrosynthesis dataset with 1.9M reactions from patents (1976-2016). The task is: Predict the reactants needed to synthesize the given product. (1) Given the product [Cl:8][C:9]1[C:18]([NH:19][C:5](=[O:6])[CH2:4][O:3][CH2:1][CH3:2])=[C:17]([NH:20][CH2:21][CH2:22][CH2:23][C:24]#[CH:25])[C:16]2[C:11](=[CH:12][CH:13]=[CH:14][CH:15]=2)[N:10]=1, predict the reactants needed to synthesize it. The reactants are: [CH2:1]([O:3][CH2:4][C:5](Cl)=[O:6])[CH3:2].[Cl:8][C:9]1[C:18]([NH2:19])=[C:17]([NH:20][CH2:21][CH2:22][CH2:23][C:24]#[CH:25])[C:16]2[C:11](=[CH:12][CH:13]=[CH:14][CH:15]=2)[N:10]=1.C(N(CC)CC)C. (2) Given the product [Br:23][C:24]1[C:25]([F:35])=[CH:26][C:27]([CH3:34])=[C:28]([CH2:30][C:31]([NH:1][C:2]2([C:12]([O:14][CH3:15])=[O:13])[CH2:3][CH2:4][C:5]3([O:9][CH2:8][CH2:7][O:6]3)[CH2:10][CH2:11]2)=[O:32])[CH:29]=1, predict the reactants needed to synthesize it. The reactants are: [NH2:1][C:2]1([C:12]([O:14][CH3:15])=[O:13])[CH2:11][CH2:10][C:5]2([O:9][CH2:8][CH2:7][O:6]2)[CH2:4][CH2:3]1.C(N(CC)CC)C.[Br:23][C:24]1[C:25]([F:35])=[CH:26][C:27]([CH3:34])=[C:28]([CH2:30][C:31](Cl)=[O:32])[CH:29]=1.